Dataset: Full USPTO retrosynthesis dataset with 1.9M reactions from patents (1976-2016). Task: Predict the reactants needed to synthesize the given product. (1) Given the product [CH3:20][O:21][C:22](=[O:29])[CH2:23][CH2:24][CH2:25][C:26]([C:9]1[C:10]2[C:15](=[CH:14][CH:13]=[CH:12][CH:11]=2)[N:7]([CH2:1][CH2:2][CH2:3][CH2:4][CH2:5][CH3:6])[CH:8]=1)=[O:27], predict the reactants needed to synthesize it. The reactants are: [CH2:1]([N:7]1[C:15]2[C:10](=[CH:11][CH:12]=[CH:13][CH:14]=2)[CH:9]=[CH:8]1)[CH2:2][CH2:3][CH2:4][CH2:5][CH3:6].[Cl-].C[Al+]C.[CH3:20][O:21][C:22](=[O:29])[CH2:23][CH2:24][CH2:25][C:26](Cl)=[O:27].[Cl-].[NH4+]. (2) Given the product [C:30]([NH:29][C:26]1[CH:25]=[CH:24][C:23]([NH:22][C:20]2[CH:19]=[CH:18][N:17]=[C:16]3[C:21]=2[C:12]2[C:13](=[C:8]([C:6]([OH:7])=[O:5])[CH:9]=[CH:10][CH:11]=2)[C:14](=[O:38])[NH:15]3)=[CH:28][CH:27]=1)(=[O:37])[C:31]1[CH:32]=[CH:33][CH:34]=[CH:35][CH:36]=1, predict the reactants needed to synthesize it. The reactants are: [OH-].[Na+].C([O:5][C:6]([C:8]1[CH:9]=[CH:10][CH:11]=[C:12]2[C:21]3[C:16](=[N:17][CH:18]=[CH:19][C:20]=3[NH:22][C:23]3[CH:28]=[CH:27][C:26]([NH:29][C:30](=[O:37])[C:31]4[CH:36]=[CH:35][CH:34]=[CH:33][CH:32]=4)=[CH:25][CH:24]=3)[NH:15][C:14](=[O:38])[C:13]=12)=[O:7])C. (3) The reactants are: [NH2:1][C:2]1[CH:7]=[CH:6][C:5]([S:8][CH:9]2[CH2:14][CH2:13][N:12](C(OC(C)(C)C)=O)[CH2:11][CH2:10]2)=[CH:4][CH:3]=1.FC(F)(F)C(O)=O. Given the product [NH:12]1[CH2:11][CH2:10][CH:9]([S:8][C:5]2[CH:6]=[CH:7][C:2]([NH2:1])=[CH:3][CH:4]=2)[CH2:14][CH2:13]1, predict the reactants needed to synthesize it. (4) Given the product [F:1][C:2]1[C:7]([F:8])=[CH:6][CH:5]=[CH:4][C:3]=1[C@:9]1([CH2:28][F:29])[CH2:14][C@@H:13]([C:15]([F:16])([F:17])[F:18])[O:12][C:11]([NH2:19])=[N:10]1, predict the reactants needed to synthesize it. The reactants are: [F:1][C:2]1[C:7]([F:8])=[CH:6][CH:5]=[CH:4][C:3]=1[C@:9]1([CH2:28][F:29])[CH2:14][C@@H:13]([C:15]([F:18])([F:17])[F:16])[O:12][C:11]([NH:19]C(=O)C2C=CC=CC=2)=[N:10]1.N12CCCN=C1CCCCC2. (5) Given the product [CH:28]1([C:2]2[C:3]([CH:15]([N:17]3[C:25](=[O:26])[C:24]4[C:19](=[CH:20][CH:21]=[CH:22][CH:23]=4)[C:18]3=[O:27])[CH3:16])=[N:4][C:5]3[C:10]([C:11]=2[O:12][CH3:13])=[CH:9][C:8]([F:14])=[CH:7][CH:6]=3)[CH2:30][CH2:29]1, predict the reactants needed to synthesize it. The reactants are: Br[C:2]1[C:3]([CH:15]([N:17]2[C:25](=[O:26])[C:24]3[C:19](=[CH:20][CH:21]=[CH:22][CH:23]=3)[C:18]2=[O:27])[CH3:16])=[N:4][C:5]2[C:10]([C:11]=1[O:12][CH3:13])=[CH:9][C:8]([F:14])=[CH:7][CH:6]=2.[CH:28]1(B(O)O)[CH2:30][CH2:29]1.C([O-])([O-])=O.[K+].[K+]. (6) Given the product [C:1]1([C:7]2[CH:12]=[C:11]([C:13]3[CH:14]=[C:15]([CH3:20])[CH:16]=[CH:17][CH:18]=3)[CH:10]=[CH:9][N:8]=2)[CH:2]=[CH:3][CH:4]=[CH:5][CH:6]=1, predict the reactants needed to synthesize it. The reactants are: [C:1]1([C:7]2[CH:12]=[C:11]([C:13]3[CH:18]=[CH:17][CH:16]=[CH:15][C:14]=3C)[CH:10]=[CH:9][N:8]=2)[CH:6]=[CH:5][CH:4]=[CH:3][CH:2]=1.[CH3:20]O. (7) Given the product [C:16]([C:20]1[CH:25]=[CH:24][C:23]([C:2]2[CH:7]=[CH:6][C:5](/[C:8](/[CH3:15])=[CH:9]/[C:10]([O:12][CH2:13][CH3:14])=[O:11])=[CH:4][CH:3]=2)=[CH:22][CH:21]=1)([CH3:19])([CH3:18])[CH3:17], predict the reactants needed to synthesize it. The reactants are: Br[C:2]1[CH:7]=[CH:6][C:5](/[C:8](/[CH3:15])=[CH:9]/[C:10]([O:12][CH2:13][CH3:14])=[O:11])=[CH:4][CH:3]=1.[C:16]([C:20]1[CH:25]=[CH:24][C:23](B(O)O)=[CH:22][CH:21]=1)([CH3:19])([CH3:18])[CH3:17]. (8) Given the product [CH3:32][Si:2]([CH3:1])([C:28]([CH3:29])([CH3:31])[CH3:30])[O:3][CH2:4][C@@H:5]1[C@@H:14]2[C@@H:8]([O:9][CH2:10][C:11]([CH2:15][CH2:16][CH2:17][C:18]([O:20][CH:39]([CH3:41])[CH3:40])=[O:19])=[CH:12][CH2:13]2)[CH2:7][C@H:6]1[O:21][CH:22]1[CH2:27][CH2:26][CH2:25][CH2:24][O:23]1, predict the reactants needed to synthesize it. The reactants are: [CH3:1][Si:2]([CH3:32])([C:28]([CH3:31])([CH3:30])[CH3:29])[O:3][CH2:4][C@@H:5]1[C@@H:14]2[C@@H:8]([O:9][CH2:10][C:11]([CH2:15][CH2:16][CH2:17][C:18]([OH:20])=[O:19])=[CH:12][CH2:13]2)[CH2:7][C@H:6]1[O:21][CH:22]1[CH2:27][CH2:26][CH2:25][CH2:24][O:23]1.C(=O)([O-])[O-].[K+].[K+].[CH:39](I)([CH3:41])[CH3:40].CC(OC)(C)C. (9) Given the product [ClH:49].[CH2:17]([O:24][C:25]1[CH:30]=[CH:29][N:28]([C:2]2[CH:10]=[C:9]3[C:5]([C:6]4[CH2:15][CH2:14][N:13]([CH3:16])[CH2:12][C:7]=4[N:8]3[CH3:11])=[CH:4][CH:3]=2)[C:27](=[O:31])[CH:26]=1)[C:18]1[CH:19]=[CH:20][CH:21]=[CH:22][CH:23]=1, predict the reactants needed to synthesize it. The reactants are: Br[C:2]1[CH:10]=[C:9]2[C:5]([C:6]3[CH2:15][CH2:14][N:13]([CH3:16])[CH2:12][C:7]=3[N:8]2[CH3:11])=[CH:4][CH:3]=1.[CH2:17]([O:24][C:25]1[CH:30]=[CH:29][NH:28][C:27](=[O:31])[CH:26]=1)[C:18]1[CH:23]=[CH:22][CH:21]=[CH:20][CH:19]=1.OC1C=CC=C2C=1N=CC=C2.C([O-])([O-])=O.[K+].[K+].[ClH:49].CCOCC.